Dataset: Full USPTO retrosynthesis dataset with 1.9M reactions from patents (1976-2016). Task: Predict the reactants needed to synthesize the given product. (1) Given the product [CH3:1][C:2]1[CH:7]=[CH:6][C:5]([S:8]([O:11][CH:12]([CH3:41])[CH2:13][C:14]2[N:26]=[C:25]3[N:16]([C:17]([NH2:29])=[N:18][C:19]4[C:20]([O:27][CH3:28])=[CH:21][CH:22]=[CH:23][C:24]=43)[N:15]=2)(=[O:9])=[O:10])=[CH:4][CH:3]=1, predict the reactants needed to synthesize it. The reactants are: [CH3:1][C:2]1[CH:7]=[CH:6][C:5]([S:8]([O:11][CH:12]([CH3:41])[CH2:13][C:14]2[N:26]=[C:25]3[N:16]([C:17]([NH:29]CC4C=CC(OC)=CC=4OC)=[N:18][C:19]4[C:20]([O:27][CH3:28])=[CH:21][CH:22]=[CH:23][C:24]=43)[N:15]=2)(=[O:10])=[O:9])=[CH:4][CH:3]=1.C(O)(C(F)(F)F)=O. (2) Given the product [C:1]([O:5][C:6](=[O:7])[C:8]1[CH:13]=[CH:12][CH:11]=[C:10]([C:22]2[CH2:21][O:20][C:19](=[O:24])[C:18]=2[Br:17])[CH:9]=1)([CH3:4])([CH3:3])[CH3:2], predict the reactants needed to synthesize it. The reactants are: [C:1]([O:5][C:6]([C:8]1[CH:9]=[C:10](B(O)O)[CH:11]=[CH:12][CH:13]=1)=[O:7])([CH3:4])([CH3:3])[CH3:2].[Br:17][C:18]1[C:19](=[O:24])[O:20][CH2:21][C:22]=1Br.C1([As](C2C=CC=CC=2)C2C=CC=CC=2)C=CC=CC=1.C(OCC)(=O)C. (3) Given the product [N+:1]([C:4]1[CH:5]=[C:6]2[C:10](=[CH:11][CH:12]=1)[N:9]([CH2:16][C:17]#[N:18])[CH:8]=[CH:7]2)([O-:3])=[O:2], predict the reactants needed to synthesize it. The reactants are: [N+:1]([C:4]1[CH:5]=[C:6]2[C:10](=[CH:11][CH:12]=1)[NH:9][CH:8]=[CH:7]2)([O-:3])=[O:2].[H-].[Na+].Br[CH2:16][C:17]#[N:18].O. (4) Given the product [N:24]1([CH2:31][CH2:32][O:33][C:34]2[CH:42]=[CH:41][C:37]([CH2:38][N:58]([CH2:57][CH3:56])[C:59]3[CH:64]=[C:63]([O:65][CH3:66])[CH:62]=[CH:61][C:60]=3[CH:67]3[CH2:73][CH2:72][CH2:71][C:70]4[CH:74]=[C:75]([O:78][CH3:79])[CH:76]=[CH:77][C:69]=4[CH2:68]3)=[CH:36][CH:35]=2)[CH2:30][CH2:29][CH2:28][CH2:27][CH2:26][CH2:25]1, predict the reactants needed to synthesize it. The reactants are: COC1C=CC(C2CCCC3C=C(OC)C=CC=3C2)=C(N)C=1.Cl.[N:24]1([CH2:31][CH2:32][O:33][C:34]2[CH:42]=[CH:41][C:37]([C:38](O)=O)=[CH:36][CH:35]=2)[CH2:30][CH2:29][CH2:28][CH2:27][CH2:26][CH2:25]1.N1(CCOC2C=C[C:56]([CH2:57][NH:58][C:59]3[CH:64]=[C:63]([O:65][CH3:66])[CH:62]=[CH:61][C:60]=3[CH:67]3[CH2:73][CH2:72][CH2:71][C:70]4[CH:74]=[C:75]([O:78][CH3:79])[CH:76]=[CH:77][C:69]=4[CH2:68]3)=CC=2)CCCCCC1. (5) Given the product [CH3:26]/[C:19](=[CH:18]\[C:9]1[CH:10]=[C:11]([OH:16])[C:12]([OH:14])=[CH:13][C:8]=1[C:5]1[CH:4]=[CH:3][C:2]([OH:1])=[CH:7][CH:6]=1)/[C:20]([NH:22][C:23]([NH2:25])=[NH:24])=[O:21], predict the reactants needed to synthesize it. The reactants are: [OH:1][C:2]1[CH:7]=[CH:6][C:5]([C:8]2[CH:13]=[C:12]([O:14]C)[C:11]([O:16]C)=[CH:10][C:9]=2/[CH:18]=[C:19](\[CH3:26])/[C:20]([NH:22][C:23]([NH2:25])=[NH:24])=[O:21])=[CH:4][CH:3]=1.B(Br)(Br)Br.ClCCl. (6) Given the product [C:26]([OH:33])(=[O:1])[C:27]([OH:29])=[O:28].[CH:20]1[C:21]2[C:22]3[CH2:23][CH2:24][NH:11][CH2:12][CH2:13][C:14]=3[N:15]3[C:16]=2[C:17]([C:27](=[O:28])[CH2:26][CH2:25]3)=[CH:18][CH:19]=1, predict the reactants needed to synthesize it. The reactants are: [OH-:1].[K+].C([N:11]1[CH2:24][CH2:23][C:22]2[C:21]3[CH:20]=[CH:19][CH:18]=[CH:17][C:16]=3[N:15]([CH2:25][CH2:26][C:27]([O:29]CC)=[O:28])[C:14]=2[CH2:13][CH2:12]1)(=O)C1C=CC=CC=1.Cl.[OH2:33]. (7) Given the product [CH2:1]([C@@H:8]([C:9]([N:41]([C:38]1[S:39][CH:40]=[C:36]([C:31]2[CH:32]=[CH:33][CH:34]=[CH:35][C:30]=2[C:28]2[CH:27]=[CH:26][C:25](=[O:43])[N:24]([CH2:23][CH2:22][O:21][CH3:20])[CH:29]=2)[N:37]=1)[CH3:42])=[O:11])[CH2:12][C:13]([OH:15])=[O:14])[C:2]1[CH:3]=[CH:4][CH:5]=[CH:6][CH:7]=1, predict the reactants needed to synthesize it. The reactants are: [CH2:1]([C@H:8]([CH2:12][C:13]([O:15]C(C)(C)C)=[O:14])[C:9]([OH:11])=O)[C:2]1[CH:7]=[CH:6][CH:5]=[CH:4][CH:3]=1.[CH3:20][O:21][CH2:22][CH2:23][N:24]1[CH:29]=[C:28]([C:30]2[CH:35]=[CH:34][CH:33]=[CH:32][C:31]=2[C:36]2[N:37]=[C:38]([NH:41][CH3:42])[S:39][CH:40]=2)[CH:27]=[CH:26][C:25]1=[O:43].BrC1C=CC(=O)N(CCOC)C=1. (8) Given the product [CH2:1]([O:8][C:9]([N:11]([CH2:19][CH2:20][CH2:21][C:22]([NH:26][C:27]1[CH:28]=[CH:29][C:30]2[O:35][CH:34]([CH2:36][C:37]([O:39][CH3:40])=[O:38])[CH2:33][N:32]([C:41]3[CH:42]=[CH:43][CH:44]=[CH:45][CH:46]=3)[C:31]=2[CH:47]=1)=[O:24])[C:12]1[CH:17]=[CH:16][CH:15]=[CH:14][N+:13]=1[O-:18])=[O:10])[C:2]1[CH:3]=[CH:4][CH:5]=[CH:6][CH:7]=1, predict the reactants needed to synthesize it. The reactants are: [CH2:1]([O:8][C:9]([N:11]([CH2:19][CH2:20][CH2:21][C:22]([OH:24])=O)[C:12]1[CH:17]=[CH:16][CH:15]=[CH:14][N+:13]=1[O-:18])=[O:10])[C:2]1[CH:7]=[CH:6][CH:5]=[CH:4][CH:3]=1.Cl.[NH2:26][C:27]1[CH:28]=[CH:29][C:30]2[O:35][CH:34]([CH2:36][C:37]([O:39][CH3:40])=[O:38])[CH2:33][N:32]([C:41]3[CH:46]=[CH:45][CH:44]=[CH:43][CH:42]=3)[C:31]=2[CH:47]=1.Cl.C(N=C=NCCCN(C)C)C.O.